Predict the product of the given reaction. From a dataset of Forward reaction prediction with 1.9M reactions from USPTO patents (1976-2016). (1) Given the reactants [OH:1][C:2]12[C:13]3[C:8](=[C:9]([N+:14]([O-])=O)[CH:10]=[CH:11][CH:12]=3)[C:7](=[O:17])[C:6]1([NH:18][C:19]([C:21]1[C:22]3[N:23]([N:27]=[N:28][N:29]=3)[CH:24]=[CH:25][CH:26]=1)=[O:20])[C:5]1[CH:30]=[CH:31][C:32]([CH:34]([CH3:36])[CH3:35])=[CH:33][C:4]=1[O:3]2.C(O)C, predict the reaction product. The product is: [NH2:14][C:9]1[CH:10]=[CH:11][CH:12]=[C:13]2[C:8]=1[C:7](=[O:17])[C:6]1([NH:18][C:19]([C:21]3[C:22]4[N:23]([N:27]=[N:28][N:29]=4)[CH:24]=[CH:25][CH:26]=3)=[O:20])[C:5]3[CH:30]=[CH:31][C:32]([CH:34]([CH3:36])[CH3:35])=[CH:33][C:4]=3[O:3][C:2]12[OH:1]. (2) Given the reactants [CH3:1][O:2][C:3]1[CH:8]=[CH:7][C:6]([O:9][CH3:10])=[CH:5][CH:4]=1.[F:11][C:12]1[CH:17]=[CH:16][C:15]([CH2:18][C:19](O)=[O:20])=[CH:14][CH:13]=1, predict the reaction product. The product is: [CH3:1][O:2][C:3]1[CH:8]=[CH:7][C:6]([O:9][CH3:10])=[CH:5][C:4]=1[C:19](=[O:20])[CH2:18][C:15]1[CH:16]=[CH:17][C:12]([F:11])=[CH:13][CH:14]=1.